This data is from HIV replication inhibition screening data with 41,000+ compounds from the AIDS Antiviral Screen. The task is: Binary Classification. Given a drug SMILES string, predict its activity (active/inactive) in a high-throughput screening assay against a specified biological target. (1) The molecule is CC1(c2cccc3c2C2(O)C=CC4(CCC32)OCCO4)OCCO1. The result is 1 (active). (2) The molecule is CCCN1CN(C(C(=O)NC2C(=O)N3C(C(=O)O)=C(C)CSC23)c2ccc(O)cc2)CSC1=S. The result is 0 (inactive). (3) The compound is COc1ccc(N)c(CC2c3ccccc3CCN2C)c1.Cl. The result is 0 (inactive). (4) The molecule is COc1cc2c(c([N+](=O)[O-])c1)NCCS2. The result is 0 (inactive). (5) The drug is COC1C=COC2(C)Oc3c(C)c(O)c4c(O)c(c(C=NO)c(O)c4c3C2=O)NC(=O)C(C)=CC=CC(C)C(O)C(C)C(O)C(C)C(OC(C)=O)C1C. The result is 0 (inactive).